From a dataset of Reaction yield outcomes from USPTO patents with 853,638 reactions. Predict the reaction yield, written as a fraction of the theoretical maximum amount of product (1.0 means a 100% yield; for example, 0.34 means a 34% yield). (1) The reactants are C([Cl:4])(=O)C.[CH:5]1([NH:8][CH:9]([C:14]2[C:15](=[O:23])[C:16]([OH:22])=[C:17]([CH2:20][CH3:21])[NH:18][CH:19]=2)[C:10]([F:13])([F:12])[F:11])[CH2:7][CH2:6]1. The catalyst is CO. The product is [ClH:4].[CH:5]1([NH:8][CH:9]([C:14]2[C:15](=[O:23])[C:16]([OH:22])=[C:17]([CH2:20][CH3:21])[NH:18][CH:19]=2)[C:10]([F:12])([F:11])[F:13])[CH2:6][CH2:7]1. The yield is 0.890. (2) The product is [NH2:27][C:21]([CH3:26])([CH2:22][CH:23]([CH3:24])[CH3:25])[CH2:20][O:19][C:3]1[CH:4]=[CH:5][C:6]2[C:15]3[C:10](=[C:11]([CH3:16])[N:12]=[CH:13][CH:14]=3)[C:9](=[O:17])[N:8]([CH3:18])[C:7]=2[C:2]=1[F:1]. The yield is 0.0600. The catalyst is CO. The reactants are [F:1][C:2]1[C:7]2[N:8]([CH3:18])[C:9](=[O:17])[C:10]3[C:15]([C:6]=2[CH:5]=[CH:4][C:3]=1[O:19][CH2:20][C:21]([NH:27]C(=O)OC(C)(C)C)([CH3:26])[CH2:22][CH:23]([CH3:25])[CH3:24])=[CH:14][CH:13]=[N:12][C:11]=3[CH3:16].Cl.O1CCOCC1. (3) The yield is 0.710. The product is [CH3:1][CH:2]1[CH2:3][NH:4][CH2:5][CH2:6][N:7]1[C:8]1[CH:13]=[CH:12][N:11]=[CH:10][C:9]=1[N+:14]([O-:16])=[O:15]. The reactants are [CH3:1][CH:2]1[N:7]([C:8]2[CH:13]=[CH:12][N:11]=[CH:10][C:9]=2[N+:14]([O-:16])=[O:15])[CH2:6][CH2:5][N:4](C(OC(C)(C)C)=O)[CH2:3]1.C(O)(C(F)(F)F)=O. The catalyst is C(Cl)Cl. (4) The reactants are [H-].[H-].[H-].[H-].[Li+].[Al+3].C(OC(C1NC2C(C=1)=C([N+]([O-])=O)C=CC=2)=O)C.C(O[C:27]([C:29]1[NH:30][C:31]2[C:36]([CH:37]=1)=[CH:35][CH:34]=[C:33]([N+:38]([O-])=O)[CH:32]=2)=O)C.[OH-].[Na+]. The catalyst is C1COCC1.O. The product is [CH3:27][C:29]1[NH:30][C:31]2[C:36]([CH:37]=1)=[CH:35][CH:34]=[C:33]([NH2:38])[CH:32]=2. The yield is 0.0800. (5) The reactants are [C:1]([O:5][C:6]([N:8]1[CH2:13][CH2:12][CH:11]([NH:14][C:15](=[O:19])[C:16]([CH3:18])=[CH2:17])[CH2:10][CH2:9]1)=[O:7])([CH3:4])([CH3:3])[CH3:2].CN(CCN(C)C)C.[Li]CCCC.[CH:33](=[O:40])[C:34]1[CH:39]=[CH:38][CH:37]=[CH:36][CH:35]=1. The catalyst is C1COCC1. The product is [C:1]([O:5][C:6]([N:8]1[CH2:13][CH2:12][CH:11]([NH:14][C:15](=[O:19])[C:16](=[CH2:18])[CH2:17][CH:33]([OH:40])[C:34]2[CH:39]=[CH:38][CH:37]=[CH:36][CH:35]=2)[CH2:10][CH2:9]1)=[O:7])([CH3:4])([CH3:3])[CH3:2]. The yield is 0.550.